Dataset: Reaction yield outcomes from USPTO patents with 853,638 reactions. Task: Predict the reaction yield, written as a fraction of the theoretical maximum amount of product (1.0 means a 100% yield; for example, 0.34 means a 34% yield). (1) The reactants are [CH3:1][O:2][C:3]([C:5]1[C:6]2[CH:7](O)[C:8]([CH3:24])([CH3:23])[CH:9]([C:16]3[CH:21]=[CH:20][CH:19]=[C:18]([Br:22])[CH:17]=3)[NH:10][C:11]=2[C:12]([F:15])=[CH:13][CH:14]=1)=[O:4].C([SiH](CC)CC)C. The catalyst is FC(F)(F)C(O)=O. The product is [CH3:1][O:2][C:3]([C:5]1[C:6]2[CH2:7][C:8]([CH3:24])([CH3:23])[CH:9]([C:16]3[CH:21]=[CH:20][CH:19]=[C:18]([Br:22])[CH:17]=3)[NH:10][C:11]=2[C:12]([F:15])=[CH:13][CH:14]=1)=[O:4]. The yield is 0.500. (2) The reactants are [CH3:1][O:2][C:3]1[CH:8]=[CH:7][C:6]([OH:9])=[CH:5][CH:4]=1.Cl[C:11]1[C:20]2[C:15](=[CH:16][CH:17]=[CH:18][CH:19]=2)[N:14]=[CH:13][N:12]=1.[H-].[Na+]. The catalyst is CN(C=O)C. The product is [CH3:1][O:2][C:3]1[CH:8]=[CH:7][C:6]([O:9][C:11]2[C:20]3[C:15](=[CH:16][CH:17]=[CH:18][CH:19]=3)[N:14]=[CH:13][N:12]=2)=[CH:5][CH:4]=1. The yield is 0.890. (3) The reactants are Cl[CH2:2][C:3]1[CH:4]=[N:5][N:6]([CH:12]([CH3:14])[CH3:13])[C:7]=1[C:8]([F:11])([F:10])[F:9].[C-:15]#[N:16].[K+]. The catalyst is [Br-].C([N+](CCCC)(CCCC)CCCC)CCC.O1CCOCC1.O.CCOC(C)=O. The product is [CH:12]([N:6]1[C:7]([C:8]([F:11])([F:10])[F:9])=[C:3]([CH2:2][C:15]#[N:16])[CH:4]=[N:5]1)([CH3:14])[CH3:13]. The yield is 1.00. (4) The reactants are [Cl:1][C:2]1[CH:7]=[C:6]([Cl:8])[CH:5]=[CH:4][C:3]=1[C:9]1[N:10]=[C:11](/[CH:18]=[CH:19]/[C:20]2[CH:25]=[CH:24][C:23]([O:26][CH3:27])=[CH:22][CH:21]=2)[N:12]([CH2:14][C:15]([OH:17])=O)[CH:13]=1.[F:28][C:29]1[CH:37]=[CH:36][C:32]([CH2:33][CH2:34][NH2:35])=[CH:31][CH:30]=1. No catalyst specified. The product is [Cl:1][C:2]1[CH:7]=[C:6]([Cl:8])[CH:5]=[CH:4][C:3]=1[C:9]1[N:10]=[C:11](/[CH:18]=[CH:19]/[C:20]2[CH:25]=[CH:24][C:23]([O:26][CH3:27])=[CH:22][CH:21]=2)[N:12]([CH2:14][C:15]([NH:35][CH2:34][CH2:33][C:32]2[CH:36]=[CH:37][C:29]([F:28])=[CH:30][CH:31]=2)=[O:17])[CH:13]=1. The yield is 0.910. (5) The reactants are [CH3:1][C:2]1[C:20]([C:21]2[S:22][C:23]([C:32]3[N:36]=[CH:35][NH:34][N:33]=3)=[C:24]([C:26]3[CH:31]=[CH:30][CH:29]=[CH:28][CH:27]=3)[N:25]=2)=[C:5]2[CH:6]=[C:7]([O:10][CH2:11][CH2:12][CH2:13][N:14]3[CH2:19][CH2:18][O:17][CH2:16][CH2:15]3)[CH:8]=[CH:9][N:4]2[N:3]=1.O.[C:38]1([CH3:48])[CH:43]=[CH:42][C:41]([S:44]([OH:47])(=[O:46])=[O:45])=[CH:40][CH:39]=1. The catalyst is CCO. The product is [C:38]1([CH3:48])[CH:39]=[CH:40][C:41]([S:44]([OH:47])(=[O:45])=[O:46])=[CH:42][CH:43]=1.[CH3:1][C:2]1[C:20]([C:21]2[S:22][C:23]([C:32]3[N:36]=[CH:35][NH:34][N:33]=3)=[C:24]([C:26]3[CH:31]=[CH:30][CH:29]=[CH:28][CH:27]=3)[N:25]=2)=[C:5]2[CH:6]=[C:7]([O:10][CH2:11][CH2:12][CH2:13][N:14]3[CH2:15][CH2:16][O:17][CH2:18][CH2:19]3)[CH:8]=[CH:9][N:4]2[N:3]=1. The yield is 0.920. (6) The reactants are [NH:1]1[C:9]2[C:4](=[CH:5][CH:6]=[CH:7][CH:8]=2)[C:3]([C:10]([OH:12])=O)=[CH:2]1.S(Cl)([Cl:15])=O. The catalyst is C1C=CC=CC=1. The product is [NH:1]1[C:9]2[C:4](=[CH:5][CH:6]=[CH:7][CH:8]=2)[C:3]([C:10]([Cl:15])=[O:12])=[CH:2]1. The yield is 1.00. (7) The reactants are [O:1]=[C:2]1[CH2:7][NH:6][CH2:5][CH2:4][N:3]1[C:8]1[CH:13]=[CH:12][C:11]([S:14]([NH:17][C:18]2[S:19][CH:20]=[CH:21][N:22]=2)(=[O:16])=[O:15])=[CH:10][CH:9]=1.[Cl:23][C:24]1[CH:25]=[C:26]2[C:30](=[CH:31][CH:32]=1)[N:29]([CH:33]([CH3:37])[C:34](O)=[O:35])[C:28]([CH3:38])=[CH:27]2.CN(C(ON1N=NC2C=CC=NC1=2)=[N+](C)C)C.F[P-](F)(F)(F)(F)F.C(=O)(O)[O-].[Na+]. The catalyst is CN(C=O)C. The product is [Cl:23][C:24]1[CH:25]=[C:26]2[C:30](=[CH:31][CH:32]=1)[N:29]([CH:33]([CH3:37])[C:34]([N:6]1[CH2:5][CH2:4][N:3]([C:8]3[CH:9]=[CH:10][C:11]([S:14]([NH:17][C:18]4[S:19][CH:20]=[CH:21][N:22]=4)(=[O:16])=[O:15])=[CH:12][CH:13]=3)[C:2](=[O:1])[CH2:7]1)=[O:35])[C:28]([CH3:38])=[CH:27]2. The yield is 0.320. (8) The reactants are Cl[CH2:2][C:3]1[C:4]([S:9][CH:10]2[CH2:14][CH2:13][CH2:12][CH2:11]2)=[N:5][CH:6]=[CH:7][CH:8]=1.C([O:17][C:18]([CH:20]1[CH2:22][CH:21]1[C:23]1[CH:28]=[CH:27][C:26]([OH:29])=[C:25]([Cl:30])[CH:24]=1)=[O:19])C. No catalyst specified. The product is [Cl:30][C:25]1[CH:24]=[C:23]([CH:21]2[CH2:22][CH:20]2[C:18]([OH:19])=[O:17])[CH:28]=[CH:27][C:26]=1[O:29][CH2:2][C:3]1[C:4]([S:9][CH:10]2[CH2:14][CH2:13][CH2:12][CH2:11]2)=[N:5][CH:6]=[CH:7][CH:8]=1. The yield is 0.750.